Dataset: TCR-epitope binding with 47,182 pairs between 192 epitopes and 23,139 TCRs. Task: Binary Classification. Given a T-cell receptor sequence (or CDR3 region) and an epitope sequence, predict whether binding occurs between them. (1) Result: 0 (the TCR does not bind to the epitope). The TCR CDR3 sequence is CASSQEEADTEAFF. The epitope is CLGGLLTMV. (2) The epitope is VTEHDTLLY. The TCR CDR3 sequence is CASSYLWGQYEQYF. Result: 0 (the TCR does not bind to the epitope). (3) Result: 1 (the TCR binds to the epitope). The epitope is VTEHDTLLY. The TCR CDR3 sequence is CASSQGTVDEQFF. (4) The epitope is YLQPRTFLL. The TCR CDR3 sequence is CASQQANTGELFF. Result: 1 (the TCR binds to the epitope). (5) The epitope is RAKFKQLL. The TCR CDR3 sequence is CASSSGLVSNTGELFF. Result: 1 (the TCR binds to the epitope). (6) The epitope is SLFNTVATLY. The TCR CDR3 sequence is CAGSSAYYGYTF. Result: 0 (the TCR does not bind to the epitope).